Task: Predict the reaction yield, written as a fraction of the theoretical maximum amount of product (1.0 means a 100% yield; for example, 0.34 means a 34% yield).. Dataset: Reaction yield outcomes from USPTO patents with 853,638 reactions (1) The reactants are [Cl:1][C:2]1[C:10]2[N:9]=[C:8]3[N:11]([C:15]4[CH:20]=[CH:19][C:18]([O:21][CH3:22])=[CH:17][C:16]=4[CH3:23])[CH2:12][CH2:13][CH2:14][N:7]3[C:6]=2[C:5]([CH:24]([CH:26]2[CH2:28][CH2:27]2)[OH:25])=[CH:4][CH:3]=1.C(P(CCCC)CCCC)CCC.N(C(N1CCCCC1)=O)=NC(N1CCCCC1)=O.[F:60][C:61]([F:65])([F:64])[CH2:62]O. The catalyst is O1CCCC1. The product is [Cl:1][C:2]1[C:10]2[N:9]=[C:8]3[N:11]([C:15]4[CH:20]=[CH:19][C:18]([O:21][CH3:22])=[CH:17][C:16]=4[CH3:23])[CH2:12][CH2:13][CH2:14][N:7]3[C:6]=2[C:5]([CH:24]([CH:26]2[CH2:28][CH2:27]2)[O:25][CH2:62][C:61]([F:65])([F:64])[F:60])=[CH:4][CH:3]=1. The yield is 0.360. (2) The yield is 0.900. The product is [C:20]([C:17]1[CH:18]=[CH:19][C:14]([O:13][CH2:12][C:10]2[NH:9][C:8]3[CH:24]=[CH:25][C:5]([C:3]([OH:4])=[O:2])=[CH:6][C:7]=3[N:11]=2)=[CH:15][CH:16]=1)([CH3:23])([CH3:21])[CH3:22]. The reactants are C[O:2][C:3]([C:5]1[CH:25]=[CH:24][C:8]2[NH:9][C:10]([CH2:12][O:13][C:14]3[CH:19]=[CH:18][C:17]([C:20]([CH3:23])([CH3:22])[CH3:21])=[CH:16][CH:15]=3)=[N:11][C:7]=2[CH:6]=1)=[O:4].Cl.C(=O)(O)[O-].[Na+]. The catalyst is C(O)(=O)C. (3) The reactants are [CH:1]1([CH:4]([OH:19])[C@H:5]2[CH2:9][O:8][C:7]([CH3:11])([CH3:10])[N:6]2[C:12]([O:14][C:15]([CH3:18])([CH3:17])[CH3:16])=[O:13])[CH2:3][CH2:2]1.CC(OI1(OC(C)=O)(OC(C)=O)OC(=O)C2C=CC=CC1=2)=O. The catalyst is C(Cl)Cl.C(OCC)(=O)C. The product is [CH:1]1([C:4]([C@H:5]2[CH2:9][O:8][C:7]([CH3:11])([CH3:10])[N:6]2[C:12]([O:14][C:15]([CH3:18])([CH3:17])[CH3:16])=[O:13])=[O:19])[CH2:2][CH2:3]1. The yield is 0.900. (4) The reactants are [C:1]([C:3]([C:6]1[CH:7]=[C:8]([CH:12]=[CH:13][CH:14]=1)[C:9]([OH:11])=O)([CH3:5])[CH3:4])#[N:2].[F:15][C:16]1[CH:22]=[CH:21][C:19]([NH2:20])=[CH:18][C:17]=1[N+:23]([O-:25])=[O:24].CN(C(ON1N=NC2C=CC=NC1=2)=[N+](C)C)C.F[P-](F)(F)(F)(F)F.CCN(C(C)C)C(C)C. The catalyst is CN(C=O)C. The product is [C:1]([C:3]([C:6]1[CH:7]=[C:8]([CH:12]=[CH:13][CH:14]=1)[C:9]([NH:20][C:19]1[CH:21]=[CH:22][C:16]([F:15])=[C:17]([N+:23]([O-:25])=[O:24])[CH:18]=1)=[O:11])([CH3:4])[CH3:5])#[N:2]. The yield is 0.950. (5) The reactants are [Cl:1][C:2]1[N:3]=[C:4]([N:14]2[CH2:19][CH2:18][O:17][CH2:16][CH2:15]2)[C:5]2[S:10][C:9]([CH2:11][NH:12][CH3:13])=[CH:8][C:6]=2[N:7]=1.C(N(CC)CC)C.[C:27](Cl)(=[O:29])[CH3:28]. The catalyst is O1CCCC1. The product is [Cl:1][C:2]1[N:3]=[C:4]([N:14]2[CH2:19][CH2:18][O:17][CH2:16][CH2:15]2)[C:5]2[S:10][C:9]([CH2:11][N:12]([CH3:13])[C:27](=[O:29])[CH3:28])=[CH:8][C:6]=2[N:7]=1. The yield is 0.730.